This data is from NCI-60 drug combinations with 297,098 pairs across 59 cell lines. The task is: Regression. Given two drug SMILES strings and cell line genomic features, predict the synergy score measuring deviation from expected non-interaction effect. (1) Drug 1: CC1=C(C(=CC=C1)Cl)NC(=O)C2=CN=C(S2)NC3=CC(=NC(=N3)C)N4CCN(CC4)CCO. Drug 2: C1CCC(C(C1)[NH-])[NH-].C(=O)(C(=O)[O-])[O-].[Pt+4]. Cell line: SW-620. Synergy scores: CSS=34.7, Synergy_ZIP=1.68, Synergy_Bliss=-2.08, Synergy_Loewe=-0.638, Synergy_HSA=1.61. (2) Drug 1: C(CCl)NC(=O)N(CCCl)N=O. Drug 2: CC1CCCC2(C(O2)CC(NC(=O)CC(C(C(=O)C(C1O)C)(C)C)O)C(=CC3=CSC(=N3)C)C)C. Cell line: NCIH23. Synergy scores: CSS=58.1, Synergy_ZIP=4.04, Synergy_Bliss=2.05, Synergy_Loewe=2.45, Synergy_HSA=3.60. (3) Drug 1: CC(CN1CC(=O)NC(=O)C1)N2CC(=O)NC(=O)C2. Drug 2: CC1=C(C(=CC=C1)Cl)NC(=O)C2=CN=C(S2)NC3=CC(=NC(=N3)C)N4CCN(CC4)CCO. Cell line: IGROV1. Synergy scores: CSS=55.0, Synergy_ZIP=0.117, Synergy_Bliss=2.16, Synergy_Loewe=5.64, Synergy_HSA=7.02.